From a dataset of Full USPTO retrosynthesis dataset with 1.9M reactions from patents (1976-2016). Predict the reactants needed to synthesize the given product. (1) Given the product [CH2:1]([O:8][N:9]1[C:15](=[O:16])[N:14]2[CH2:17][C@H:10]1[CH2:11][CH2:12][C@H:13]2[C:18]([NH:23][O:22][CH3:21])=[O:20])[C:2]1[CH:3]=[CH:4][CH:5]=[CH:6][CH:7]=1, predict the reactants needed to synthesize it. The reactants are: [CH2:1]([O:8][N:9]1[C:15](=[O:16])[N:14]2[CH2:17][C@H:10]1[CH2:11][CH2:12][C@H:13]2[C:18]([OH:20])=O)[C:2]1[CH:7]=[CH:6][CH:5]=[CH:4][CH:3]=1.[CH3:21][O:22][NH2:23].ON1C2C=CC=CC=2N=N1.Cl.C(N=C=NCCCN(C)C)C. (2) Given the product [CH3:18][O:17][C:16]1[CH:15]=[CH:14][CH:13]=[C:12]([O:19][CH3:20])[C:11]=1[CH:2]1[N:1]([CH2:30][C:29]2[CH:32]=[CH:33][CH:34]=[C:27]([C:24]3[N:23]=[C:22]([CH3:21])[O:26][N:25]=3)[CH:28]=2)[C:5](=[O:7])[CH:4]([CH3:10])[CH2:3]1, predict the reactants needed to synthesize it. The reactants are: [NH2:1][CH:2]([C:11]1[C:16]([O:17][CH3:18])=[CH:15][CH:14]=[CH:13][C:12]=1[O:19][CH3:20])[CH2:3][CH:4]([CH3:10])[C:5]([O:7]CC)=O.[CH3:21][C:22]1[O:26][N:25]=[C:24]([C:27]2[CH:28]=[C:29]([CH:32]=[CH:33][CH:34]=2)[CH:30]=O)[N:23]=1. (3) Given the product [O:3]=[C:4]([CH3:33])[CH2:5][CH2:6][CH2:7][N:8]1[CH2:13][CH2:12][C:11](=[C:14]2[C:23]3[CH:24]=[C:25]([CH2:28][C:29]([OH:31])=[O:30])[CH:26]=[CH:27][C:22]=3[O:21][CH2:20][C:19]3[CH:18]=[CH:17][S:16][C:15]2=3)[CH2:10][CH2:9]1, predict the reactants needed to synthesize it. The reactants are: [OH-].[Na+].[O:3]=[C:4]([CH3:33])[CH2:5][CH2:6][CH2:7][N:8]1[CH2:13][CH2:12][C:11](=[C:14]2[C:23]3[CH:24]=[C:25]([CH2:28][C:29]([O:31]C)=[O:30])[CH:26]=[CH:27][C:22]=3[O:21][CH2:20][C:19]3[CH:18]=[CH:17][S:16][C:15]2=3)[CH2:10][CH2:9]1. (4) The reactants are: C(OC(=O)N)(C)(C)C.Cl.Cl.[NH2:11][CH2:12][CH2:13][NH:14][C:15]([N:17]1[C:22]2[CH:23]=[CH:24][C:25]([S:27]([C:30]3[CH:35]=[CH:34][CH:33]=[CH:32][CH:31]=3)(=[O:29])=[O:28])=[CH:26][C:21]=2[O:20][CH2:19][CH2:18]1)=[O:16]. Given the product [NH2:11][CH2:12][CH2:13][NH:14][C:15]([N:17]1[C:22]2[CH:23]=[CH:24][C:25]([S:27]([C:30]3[CH:31]=[CH:32][CH:33]=[CH:34][CH:35]=3)(=[O:28])=[O:29])=[CH:26][C:21]=2[O:20][CH2:19][CH2:18]1)=[O:16], predict the reactants needed to synthesize it. (5) Given the product [CH:1]([O:4][C:5]([N:7]1[CH2:8][CH2:9][CH:10]([C:13]2[O:14][C:15]3[CH:21]=[CH:20][C:19]([C:22]4[CH:31]=[CH:30][C:25]([C:26]([OH:28])=[O:27])=[CH:24][N:23]=4)=[CH:18][C:16]=3[N:17]=2)[CH2:11][CH2:12]1)=[O:6])([CH3:3])[CH3:2], predict the reactants needed to synthesize it. The reactants are: [CH:1]([O:4][C:5]([N:7]1[CH2:12][CH2:11][CH:10]([C:13]2[O:14][C:15]3[CH:21]=[CH:20][C:19]([C:22]4[CH:31]=[CH:30][C:25]([C:26]([O:28]C)=[O:27])=[CH:24][N:23]=4)=[CH:18][C:16]=3[N:17]=2)[CH2:9][CH2:8]1)=[O:6])([CH3:3])[CH3:2].ClC1C=CC(C(OC)=O)=CN=1.C([O-])([O-])=O.[K+].[K+]. (6) Given the product [C:7]([O:10][C@@H:11]1[C@@H:19]([C@@:20]2([CH3:34])[CH2:25][CH2:24][C@H:23]([OH:26])[CH2:22][C@@H:21]2[CH2:27][CH2:28][N:29]2[CH2:30][CH2:31][CH2:32][CH2:33]2)[CH2:18][CH2:17][C@@:16]2([CH3:35])[C@H:12]1[CH2:13][CH2:14][C:15]2=[CH2:1])(=[O:9])[CH3:8], predict the reactants needed to synthesize it. The reactants are: [CH3:1]C([O-])(C)C.[K+].[C:7]([O:10][C@@H:11]1[C@@H:19]([C@@:20]2([CH3:34])[CH2:25][CH2:24][C@H:23]([OH:26])[CH2:22][C@@H:21]2[CH2:27][CH2:28][N:29]2[CH2:33][CH2:32][CH2:31][CH2:30]2)[CH2:18][CH2:17][C@@:16]2([CH3:35])[C@H:12]1[CH2:13][CH2:14][C:15]2=O)(=[O:9])[CH3:8]. (7) Given the product [C:15]([C:16]1[CH:22]=[CH:21][CH:20]=[CH:19][C:17]=1[NH:18][C:27]([N:10]1[C:9]2[CH:8]=[CH:7][CH:6]=[CH:5][C:13]=2[NH:12][C:11]1=[O:14])=[O:28])([OH:24])=[O:23], predict the reactants needed to synthesize it. The reactants are: ClC(O[C:5]1[C:13]2[NH:12][C:11]([OH:14])=[N:10][C:9]=2[CH:8]=[CH:7][CH:6]=1)=O.[C:15]([OH:24])(=[O:23])[C:16]1[C:17](=[CH:19][CH:20]=[CH:21][CH:22]=1)[NH2:18].C1C[O:28][CH2:27]C1. (8) Given the product [F:1][C:2]1[CH:3]=[CH:4][C:5]([C:8]2[O:9][CH:10]=[C:11]([CH2:13][O:14][C@@H:15]3[CH2:20][CH2:19][CH2:18][C@H:17]([O:21][CH2:22][C:23]4[CH:24]=[CH:25][C:26]([CH3:34])=[C:27]([CH:33]=4)[C:28]([OH:30])=[O:29])[CH2:16]3)[N:12]=2)=[CH:6][CH:7]=1, predict the reactants needed to synthesize it. The reactants are: [F:1][C:2]1[CH:7]=[CH:6][C:5]([C:8]2[O:9][CH:10]=[C:11]([CH2:13][O:14][C@@H:15]3[CH2:20][CH2:19][CH2:18][C@H:17]([O:21][CH2:22][C:23]4[CH:24]=[CH:25][C:26]([CH3:34])=[C:27]([CH:33]=4)[C:28]([O:30]CC)=[O:29])[CH2:16]3)[N:12]=2)=[CH:4][CH:3]=1.[OH-].[K+].Cl. (9) The reactants are: Cl[C:2]1[CH:7]=[C:6]([C:8]2[CH:13]=[CH:12][CH:11]=[CH:10][CH:9]=2)[N:5]=[C:4]([NH:14][C:15](=[O:29])[CH2:16][CH2:17][C:18]([C:20]2[CH:21]=[CH:22][C:23]3[O:27][CH2:26][CH2:25][C:24]=3[CH:28]=2)=[O:19])[CH:3]=1.C1(C2C=CC=CC=2)C=CC=CC=1P(C1CCCCC1)C1CCCCC1.C(=O)([O-])[O-].[K+].[K+].[CH3:61][N:62]([CH3:72])[C:63]1[CH:68]=[CH:67][C:66](B(O)O)=[CH:65][CH:64]=1. Given the product [O:27]1[C:23]2[CH:22]=[CH:21][C:20]([C:18](=[O:19])[CH2:17][CH2:16][C:15]([NH:14][C:4]3[CH:3]=[C:2]([C:66]4[CH:67]=[CH:68][C:63]([N:62]([CH3:72])[CH3:61])=[CH:64][CH:65]=4)[CH:7]=[C:6]([C:8]4[CH:13]=[CH:12][CH:11]=[CH:10][CH:9]=4)[N:5]=3)=[O:29])=[CH:28][C:24]=2[CH2:25][CH2:26]1, predict the reactants needed to synthesize it. (10) Given the product [ClH:38].[ClH:38].[ClH:38].[ClH:38].[NH2:18][CH2:17][CH2:16][CH2:15][CH2:14][N:13]([CH2:12][C:10]1[N:9]=[N:8][N:7]([C:1]2[CH:6]=[CH:5][CH:4]=[CH:3][CH:2]=2)[CH:11]=1)[CH:26]1[C:35]2[N:34]=[CH:33][CH:32]=[CH:31][C:30]=2[CH2:29][CH2:28][CH2:27]1, predict the reactants needed to synthesize it. The reactants are: [C:1]1([N:7]2[CH:11]=[C:10]([CH2:12][N:13]([CH:26]3[C:35]4[N:34]=[CH:33][CH:32]=[CH:31][C:30]=4[CH2:29][CH2:28][CH2:27]3)[CH2:14][CH2:15][CH2:16][CH2:17][NH:18]C(=O)OC(C)(C)C)[N:9]=[N:8]2)[CH:6]=[CH:5][CH:4]=[CH:3][CH:2]=1.S(Cl)([Cl:38])=O.